This data is from Reaction yield outcomes from USPTO patents with 853,638 reactions. The task is: Predict the reaction yield, written as a fraction of the theoretical maximum amount of product (1.0 means a 100% yield; for example, 0.34 means a 34% yield). The reactants are [CH:1]([NH:4][C:5]1[C:10]([CH2:11][OH:12])=[CH:9][N:8]=[C:7]([S:13][CH3:14])[N:6]=1)([CH3:3])[CH3:2]. The catalyst is C(Cl)Cl.[O-2].[Mn+4].[O-2]. The product is [CH:1]([NH:4][C:5]1[C:10]([CH:11]=[O:12])=[CH:9][N:8]=[C:7]([S:13][CH3:14])[N:6]=1)([CH3:3])[CH3:2]. The yield is 0.910.